The task is: Predict which catalyst facilitates the given reaction.. This data is from Catalyst prediction with 721,799 reactions and 888 catalyst types from USPTO. (1) Reactant: [N+:1]([C:4]1[CH:9]=[CH:8][C:7]([C:10]2[N:19]=[C:18]([C:20]([N:22]3[CH2:31][CH2:30][C:29]4[C:24](=[CH:25][CH:26]=[C:27]([O:33][CH3:34])[C:28]=4[OH:32])[CH2:23]3)=[O:21])[C:17]3[C:12](=[CH:13][CH:14]=[CH:15][CH:16]=3)[N:11]=2)=[CH:6][CH:5]=1)([O-])=O.O.[NH4+].[Cl-]. Product: [NH2:1][C:4]1[CH:5]=[CH:6][C:7]([C:10]2[N:19]=[C:18]([C:20]([N:22]3[CH2:31][CH2:30][C:29]4[C:24](=[CH:25][CH:26]=[C:27]([O:33][CH3:34])[C:28]=4[OH:32])[CH2:23]3)=[O:21])[C:17]3[C:12](=[CH:13][CH:14]=[CH:15][CH:16]=3)[N:11]=2)=[CH:8][CH:9]=1. The catalyst class is: 679. (2) Reactant: Cl[CH2:2][C:3]1[O:4][C:5]([C:8]2[CH:13]=[C:12]([Cl:14])[CH:11]=[C:10]([Cl:15])[CH:9]=2)=[N:6][N:7]=1.[Cl:16][C:17]1[CH:22]=[CH:21][CH:20]=[CH:19][C:18]=1[N:23]1[C:27]([C:28]2[CH:33]=[CH:32][N:31]=[CH:30][CH:29]=2)=[N:26][N:25]=[C:24]1[SH:34].C([O-])([O-])=O.[K+].[K+]. Product: [Cl:15][C:10]1[CH:9]=[C:8]([C:5]2[O:4][C:3]([CH2:2][S:34][C:24]3[N:23]([C:18]4[CH:19]=[CH:20][CH:21]=[CH:22][C:17]=4[Cl:16])[C:27]([C:28]4[CH:29]=[CH:30][N:31]=[CH:32][CH:33]=4)=[N:26][N:25]=3)=[N:7][N:6]=2)[CH:13]=[C:12]([Cl:14])[CH:11]=1. The catalyst class is: 10. (3) Reactant: C([O-])([O-])=O.[Cs+].[Cs+].Br[C:8]1[CH:9]=[C:10]([C:15]2[N:16]=[N:17][N:18]([CH:20]([CH3:22])[CH3:21])[CH:19]=2)[C:11]([NH2:14])=[N:12][CH:13]=1.[Cl:23][C:24]1[CH:25]=[C:26](B(O)O)[CH:27]=[C:28]([C:30]([N:32]2[CH2:37][CH2:36][O:35][CH2:34][CH2:33]2)=[O:31])[CH:29]=1. Product: [NH2:14][C:11]1[N:12]=[CH:13][C:8]([C:26]2[CH:27]=[C:28]([C:30]([N:32]3[CH2:33][CH2:34][O:35][CH2:36][CH2:37]3)=[O:31])[CH:29]=[C:24]([Cl:23])[CH:25]=2)=[CH:9][C:10]=1[C:15]1[N:16]=[N:17][N:18]([CH:20]([CH3:22])[CH3:21])[CH:19]=1. The catalyst class is: 70. (4) Reactant: O1CCCC1.[CH:6]1([C:12]2[C:20]3[C:19](=[O:21])[NH:18][C:17]([C:22]4[CH:27]=[CH:26][C:25]([NH:28][C:29](=[O:35])[N:30]([CH2:32][CH2:33]O)[CH3:31])=[CH:24][C:23]=4[O:36][CH3:37])=[N:16][C:15]=3[N:14]([CH3:38])[N:13]=2)[CH2:11][CH2:10][CH2:9][CH2:8][CH2:7]1.N(C(N(C)C)=O)=NC(N(C)C)=O. Product: [CH:6]1([C:12]2[C:20]3[C:19](=[O:21])[NH:18][C:17]([C:22]4[CH:27]=[CH:26][C:25]([N:28]5[CH2:33][CH2:32][N:30]([CH3:31])[C:29]5=[O:35])=[CH:24][C:23]=4[O:36][CH3:37])=[N:16][C:15]=3[N:14]([CH3:38])[N:13]=2)[CH2:7][CH2:8][CH2:9][CH2:10][CH2:11]1. The catalyst class is: 6. (5) Reactant: [Br:1][C:2]1[CH:7]=[CH:6][C:5]([CH:8]([CH2:20][CH2:21][CH2:22][CH3:23])[CH2:9][C:10]([C:12]2[CH:13]=[N:14][C:15]([O:18]C)=[CH:16][CH:17]=2)=[O:11])=[CH:4][CH:3]=1.Cl. Product: [Br:1][C:2]1[CH:3]=[CH:4][C:5]([CH:8]([CH2:20][CH2:21][CH2:22][CH3:23])[CH2:9][C:10]([C:12]2[CH:17]=[CH:16][C:15](=[O:18])[NH:14][CH:13]=2)=[O:11])=[CH:6][CH:7]=1. The catalyst class is: 12. (6) Reactant: [CH3:1][C:2]([CH3:5])([O-])[CH3:3].[K+].Cl.[F:8][C:9]1[CH:18]=[C:17]2[C:12]([CH2:13][CH2:14][NH:15][CH2:16]2)=[CH:11][CH:10]=1.BrC1C=C(C)C([NH:27][C:28](=[O:34])[CH2:29][C:30]([CH3:33])([CH3:32])[CH3:31])=C(C)C=1. Product: [F:8][C:9]1[CH:18]=[C:17]2[C:12]([CH2:13][CH2:14][N:15]([C:18]3[CH:9]=[C:10]([CH3:11])[C:3]([CH:29]([C:30]([CH3:33])([CH3:32])[CH3:31])[C:28]([NH2:27])=[O:34])=[C:2]([CH3:5])[CH:1]=3)[CH2:16]2)=[CH:11][CH:10]=1. The catalyst class is: 11. (7) Reactant: Cl[C:2]1[C:3]2[CH:17]=[CH:16][C:15](=[O:18])[N:14]([C:19]3[CH:24]=[CH:23][C:22]([F:25])=[CH:21][C:20]=3[F:26])[C:4]=2[N:5]=[C:6]([NH:8][CH:9]([CH2:12][OH:13])[CH2:10][OH:11])[N:7]=1.[CH3:27][S:28][C:29]1[CH:30]=[C:31](B(O)O)[CH:32]=[CH:33][CH:34]=1.C([O-])([O-])=O.[K+].[K+]. Product: [CH3:27][S:28][C:29]1[CH:34]=[C:33]([C:2]2[C:3]3[CH:17]=[CH:16][C:15](=[O:18])[N:14]([C:19]4[CH:24]=[CH:23][C:22]([F:25])=[CH:21][C:20]=4[F:26])[C:4]=3[N:5]=[C:6]([NH:8][CH:9]([CH2:12][OH:13])[CH2:10][OH:11])[N:7]=2)[CH:32]=[CH:31][CH:30]=1. The catalyst class is: 70. (8) Reactant: Br[CH:2]1[CH2:8][CH2:7][N:6]([CH:9]2[CH2:12][CH2:11][CH2:10]2)[CH2:5][CH2:4][C:3]1=O.[F:14][C:15]([F:26])([F:25])[C:16]1[CH:21]=[CH:20][C:19]([C:22](=[S:24])[NH2:23])=[CH:18][CH:17]=1. Product: [CH:9]1([N:6]2[CH2:7][CH2:8][C:2]3[S:24][C:22]([C:19]4[CH:18]=[CH:17][C:16]([C:15]([F:14])([F:25])[F:26])=[CH:21][CH:20]=4)=[N:23][C:3]=3[CH2:4][CH2:5]2)[CH2:12][CH2:11][CH2:10]1. The catalyst class is: 8. (9) Reactant: [C:1]([C:4]1[CH:5]=[C:6]2[C:23](=[CH:24][CH:25]=1)[O:22][C:9]1([CH2:14][CH2:13][N:12]([C:15]([O:17][C:18]([CH3:21])([CH3:20])[CH3:19])=[O:16])[CH2:11][CH2:10]1)[CH2:8][C:7]2=[O:26])([OH:3])=O.Cl.[NH2:28][CH2:29][C:30]([NH2:32])=[O:31].CCN=C=NCCCN(C)C.C1C=CC2N(O)N=NC=2C=1. Product: [C:30]([CH2:29][NH:28][C:1]([C:4]1[CH:5]=[C:6]2[C:23](=[CH:24][CH:25]=1)[O:22][C:9]1([CH2:10][CH2:11][N:12]([C:15]([O:17][C:18]([CH3:20])([CH3:19])[CH3:21])=[O:16])[CH2:13][CH2:14]1)[CH2:8][C:7]2=[O:26])=[O:3])(=[O:31])[NH2:32]. The catalyst class is: 3.